From a dataset of Full USPTO retrosynthesis dataset with 1.9M reactions from patents (1976-2016). Predict the reactants needed to synthesize the given product. (1) Given the product [CH3:31][O:30][C:25]1[CH:26]=[CH:27][CH:28]=[CH:29][C:24]=1[CH2:23][O:22][CH2:21][CH2:20][CH2:19][O:18][C:15]1[CH:16]=[CH:17][C:12]([CH:11]2[CH2:10][CH2:9][N:8]([C:32]([O:34][C:35]([CH3:38])([CH3:37])[CH3:36])=[O:33])[CH2:7][CH:6]2[O:5][CH2:4][C:3]2[CH:39]=[CH:40][C:41]([CH3:43])=[CH:42][C:2]=2[NH:1][C:49](=[O:50])[CH2:48][CH2:47][CH2:46][O:45][CH3:44])=[CH:13][CH:14]=1, predict the reactants needed to synthesize it. The reactants are: [NH2:1][C:2]1[CH:42]=[C:41]([CH3:43])[CH:40]=[CH:39][C:3]=1[CH2:4][O:5][CH:6]1[CH:11]([C:12]2[CH:17]=[CH:16][C:15]([O:18][CH2:19][CH2:20][CH2:21][O:22][CH2:23][C:24]3[CH:29]=[CH:28][CH:27]=[CH:26][C:25]=3[O:30][CH3:31])=[CH:14][CH:13]=2)[CH2:10][CH2:9][N:8]([C:32]([O:34][C:35]([CH3:38])([CH3:37])[CH3:36])=[O:33])[CH2:7]1.[CH3:44][O:45][CH2:46][CH2:47][CH2:48][C:49](Cl)=[O:50]. (2) Given the product [O:35]=[S:25]1(=[O:24])[CH2:30][CH2:29][N:28]([CH2:31][CH2:32][CH2:33][O:1][C:2]2[CH:11]=[C:10]3[C:5]([C:6]([NH:12][C:13]4[CH:21]=[C:20]5[C:16]([CH:17]=[CH:18][NH:19]5)=[CH:15][CH:14]=4)=[N:7][CH:8]=[N:9]3)=[CH:4][C:3]=2[O:22][CH3:23])[CH2:27][CH2:26]1, predict the reactants needed to synthesize it. The reactants are: [OH:1][C:2]1[CH:11]=[C:10]2[C:5]([C:6]([NH:12][C:13]3[CH:21]=[C:20]4[C:16]([CH:17]=[CH:18][NH:19]4)=[CH:15][CH:14]=3)=[N:7][CH:8]=[N:9]2)=[CH:4][C:3]=1[O:22][CH3:23].[O:24]=[S:25]1(=[O:35])[CH2:30][CH2:29][N:28]([CH2:31][CH2:32][CH2:33]O)[CH2:27][CH2:26]1. (3) Given the product [NH:54]1[CH:58]=[C:57]([C:2]2[N:3]=[C:4]([CH:26]([C:40]3[CH:45]=[C:44]([O:46][CH2:47][CH3:48])[CH:43]=[C:42]([O:49][CH:50]([CH3:52])[CH3:51])[C:41]=3[F:53])[NH:27][C:28]3[CH:29]=[CH:30][C:31]([C:34]4[N:38]=[C:37]([CH3:39])[O:36][N:35]=4)=[CH:32][CH:33]=3)[N:5]([C:7]([C:14]3[CH:19]=[CH:18][CH:17]=[CH:16][CH:15]=3)([C:8]3[CH:13]=[CH:12][CH:11]=[CH:10][CH:9]=3)[C:20]3[CH:21]=[CH:22][CH:23]=[CH:24][CH:25]=3)[CH:6]=2)[CH:56]=[N:55]1, predict the reactants needed to synthesize it. The reactants are: Br[C:2]1[N:3]=[C:4]([CH:26]([C:40]2[CH:45]=[C:44]([O:46][CH2:47][CH3:48])[CH:43]=[C:42]([O:49][CH:50]([CH3:52])[CH3:51])[C:41]=2[F:53])[NH:27][C:28]2[CH:33]=[CH:32][C:31]([C:34]3[N:38]=[C:37]([CH3:39])[O:36][N:35]=3)=[CH:30][CH:29]=2)[N:5]([C:7]([C:20]2[CH:25]=[CH:24][CH:23]=[CH:22][CH:21]=2)([C:14]2[CH:19]=[CH:18][CH:17]=[CH:16][CH:15]=2)[C:8]2[CH:13]=[CH:12][CH:11]=[CH:10][CH:9]=2)[CH:6]=1.[NH:54]1[CH:58]=[C:57](B(O)O)[CH:56]=[N:55]1.